From a dataset of CYP1A2 inhibition data for predicting drug metabolism from PubChem BioAssay. Regression/Classification. Given a drug SMILES string, predict its absorption, distribution, metabolism, or excretion properties. Task type varies by dataset: regression for continuous measurements (e.g., permeability, clearance, half-life) or binary classification for categorical outcomes (e.g., BBB penetration, CYP inhibition). Dataset: cyp1a2_veith. (1) The result is 1 (inhibitor). The compound is C=C1C(=O)C=C2CN(C(=O)c3ccccc3)[C@@](Cc3ccc(OC)cc3)(C(=O)OC)[C@@H]12. (2) The compound is COC(=O)CNC(=O)/C=C/c1ccc(OC)cc1. The result is 1 (inhibitor). (3) The molecule is Cc1c(Cl)cc(C(C)(C)C)c(O)c1Cc1c(C)c(Cl)cc(C(C)(C)C)c1O. The result is 0 (non-inhibitor). (4) The drug is CCCN1CCC[C@H](c2cccc(C#N)c2)C1. The result is 0 (non-inhibitor). (5) The compound is Cc1cnc(CNc2ncnc3ccc(-c4ccccc4C#N)cc23)cn1. The result is 1 (inhibitor). (6) The compound is O=C1O/C(=C\Br)CC[C@@H]1c1cccc2ccccc12. The result is 0 (non-inhibitor).